Task: Predict the reactants needed to synthesize the given product.. Dataset: Full USPTO retrosynthesis dataset with 1.9M reactions from patents (1976-2016) (1) Given the product [OH:8][C:9]1[CH:10]=[CH:11][C:12]([S:15]([NH:18][C@@H:19]2[CH2:24][CH2:23][N:22]([C:25]([O:27][C:28]([CH3:29])([CH3:30])[CH3:31])=[O:26])[CH2:21][C@:20]2([CH3:36])[C:32]([O:34][CH3:35])=[O:33])(=[O:16])=[O:17])=[CH:13][CH:14]=1, predict the reactants needed to synthesize it. The reactants are: C([O:8][C:9]1[CH:14]=[CH:13][C:12]([S:15]([NH:18][C@@H:19]2[CH2:24][CH2:23][N:22]([C:25]([O:27][C:28]([CH3:31])([CH3:30])[CH3:29])=[O:26])[CH2:21][C@:20]2([CH3:36])[C:32]([O:34][CH3:35])=[O:33])(=[O:17])=[O:16])=[CH:11][CH:10]=1)C1C=CC=CC=1. (2) Given the product [CH3:9][O:10][C:11](=[O:12])[C:13]1[CH:18]=[CH:17][C:16]([C:2]2[O:6][C:5]([CH:7]=[O:8])=[CH:4][CH:3]=2)=[CH:15][CH:14]=1, predict the reactants needed to synthesize it. The reactants are: Br[C:2]1[O:6][C:5]([CH:7]=[O:8])=[CH:4][CH:3]=1.[CH3:9][O:10][C:11]([C:13]1[CH:18]=[CH:17][C:16](B(O)O)=[CH:15][CH:14]=1)=[O:12].[F-].[K+].C(P(C(C)(C)C)C(C)(C)C)(C)(C)C.CCCCCC. (3) Given the product [CH2:17]([O:19][C:20]1[CH:26]=[CH:25][C:23]([NH:24][CH:28]=[C:3]([C:1]#[N:2])[C:4]([NH:6][C:7]2[CH:12]=[C:11]([O:13][CH3:14])[C:10]([Cl:15])=[CH:9][C:8]=2[Cl:16])=[O:5])=[CH:22][C:21]=1[F:27])[CH3:18], predict the reactants needed to synthesize it. The reactants are: [C:1]([CH2:3][C:4]([NH:6][C:7]1[CH:12]=[C:11]([O:13][CH3:14])[C:10]([Cl:15])=[CH:9][C:8]=1[Cl:16])=[O:5])#[N:2].[CH2:17]([O:19][C:20]1[CH:26]=[CH:25][C:23]([NH2:24])=[CH:22][C:21]=1[F:27])[CH3:18].[CH2:28](OC(OCC)OCC)C. (4) Given the product [CH3:1][O:2][C:3]1[C:12]([C:13]([F:14])([F:15])[F:16])=[CH:11][CH:10]=[CH:9][C:4]=1[C:5]([OH:7])=[O:6], predict the reactants needed to synthesize it. The reactants are: [CH3:1][O:2][C:3]1[C:12]([C:13]([F:16])([F:15])[F:14])=[CH:11][CH:10]=[CH:9][C:4]=1[C:5]([O:7]C)=[O:6].[OH-].[Na+].CO. (5) Given the product [F:18][C:19]1[CH:27]=[CH:26][C:22]([C:23]([NH:4][C:3]2[CH:5]=[CH:6][CH:7]=[C:8]([B:9]3[O:13][C:12]([CH3:15])([CH3:14])[C:11]([CH3:17])([CH3:16])[O:10]3)[C:2]=2[CH3:1])=[O:24])=[CH:21][CH:20]=1, predict the reactants needed to synthesize it. The reactants are: [CH3:1][C:2]1[C:8]([B:9]2[O:13][C:12]([CH3:15])([CH3:14])[C:11]([CH3:17])([CH3:16])[O:10]2)=[CH:7][CH:6]=[CH:5][C:3]=1[NH2:4].[F:18][C:19]1[CH:27]=[CH:26][C:22]([C:23](Cl)=[O:24])=[CH:21][CH:20]=1. (6) Given the product [Cl:1][C:2]1[CH:8]=[CH:7][C:6]([N+:9]([O-:11])=[O:10])=[CH:5][C:3]=1[N:4]=[N:14][C:73]1[CH:74]=[C:69]([C:62]([CH3:61])([CH3:68])[CH2:63][C:64]([CH3:65])([CH3:66])[CH3:67])[CH:70]=[C:71]([C:76]([CH3:77])([C:79]2[CH:80]=[CH:81][CH:82]=[CH:83][CH:84]=2)[CH3:78])[C:72]=1[OH:75], predict the reactants needed to synthesize it. The reactants are: [Cl:1][C:2]1[CH:8]=[CH:7][C:6]([N+:9]([O-:11])=[O:10])=[CH:5][C:3]=1[NH2:4].C(NC(=O)CCCCCCCCCCCCCCCCC)C[NH:14]C(=O)CCCCCCCCCCCCCCCCC.Cl.N([O-])=O.[Na+].[OH-].[Na+].[CH3:61][C:62]([C:69]1[CH:74]=[CH:73][C:72]([OH:75])=[C:71]([C:76]([C:79]2[CH:84]=[CH:83][CH:82]=[CH:81][CH:80]=2)([CH3:78])[CH3:77])[CH:70]=1)([CH3:68])[CH2:63][C:64]([CH3:67])([CH3:66])[CH3:65].[OH-].[Ca+2].[OH-].